From a dataset of Full USPTO retrosynthesis dataset with 1.9M reactions from patents (1976-2016). Predict the reactants needed to synthesize the given product. (1) Given the product [Cl:1][C:2]1[CH:3]=[C:4]([C:8]2[N:13]=[C:12]([CH2:14][C:15]3[CH:20]=[CH:19][C:18]([CH2:21][C:22]([OH:24])=[O:23])=[CH:17][CH:16]=3)[CH:11]=[C:10]([CH2:26][CH3:27])[N:9]=2)[CH:5]=[CH:6][CH:7]=1, predict the reactants needed to synthesize it. The reactants are: [Cl:1][C:2]1[CH:3]=[C:4]([C:8]2[N:13]=[C:12]([CH2:14][C:15]3[CH:20]=[CH:19][C:18]([CH2:21][C:22]([O:24]C)=[O:23])=[CH:17][CH:16]=3)[CH:11]=[C:10]([CH2:26][CH3:27])[N:9]=2)[CH:5]=[CH:6][CH:7]=1.C1COCC1.O[Li].O. (2) Given the product [CH:9]([O:22][CH2:2][CH2:1][C:3]1[CH:8]=[CH:7][N:6]=[CH:5][CH:4]=1)([C:16]1[CH:17]=[CH:18][CH:19]=[CH:20][CH:21]=1)[C:10]1[CH:15]=[CH:14][CH:13]=[CH:12][CH:11]=1, predict the reactants needed to synthesize it. The reactants are: [CH:1]([C:3]1[CH:8]=[CH:7][N:6]=[CH:5][CH:4]=1)=[CH2:2].[CH:9]([OH:22])([C:16]1[CH:21]=[CH:20][CH:19]=[CH:18][CH:17]=1)[C:10]1[CH:15]=[CH:14][CH:13]=[CH:12][CH:11]=1.C[O-].[Na+]. (3) Given the product [F:1][C:2]1[CH:19]=[CH:18][CH:17]=[CH:16][C:3]=1[CH2:4][N:5]1[C:9]([O:10][CH3:22])=[CH:8][C:7]([C:11]([O:13][CH2:14][CH3:15])=[O:12])=[N:6]1, predict the reactants needed to synthesize it. The reactants are: [F:1][C:2]1[CH:19]=[CH:18][CH:17]=[CH:16][C:3]=1[CH2:4][N:5]1[C:9]([OH:10])=[CH:8][C:7]([C:11]([O:13][CH2:14][CH3:15])=[O:12])=[N:6]1.IC.[C:22](=O)([O-])[O-].[K+].[K+]. (4) Given the product [Cl:1][C:2]1[CH:3]=[C:4]([CH:5]=[CH:14][N+:11]([O-:13])=[O:12])[CH:7]=[CH:8][C:9]=1[F:10], predict the reactants needed to synthesize it. The reactants are: [Cl:1][C:2]1[CH:3]=[C:4]([CH:7]=[CH:8][C:9]=1[F:10])[CH:5]=O.[N+:11]([CH3:14])([O-:13])=[O:12].[OH-].[Na+]. (5) Given the product [F:2][C:3]([C:17]1[NH:22][C:21](=[O:23])[CH:20]=[C:19]([N:25]2[CH2:30][CH2:29][O:28][CH2:27][CH2:26]2)[N:18]=1)([CH3:16])[C:4]([N:6]1[C:14]2[C:9](=[C:10]([F:15])[CH:11]=[CH:12][CH:13]=2)[CH2:8][CH2:7]1)=[O:5], predict the reactants needed to synthesize it. The reactants are: Cl.[F:2][C:3]([C:17]1[N:22]=[C:21]([O:23]C)[CH:20]=[C:19]([N:25]2[CH2:30][CH2:29][O:28][CH2:27][CH2:26]2)[N:18]=1)([CH3:16])[C:4]([N:6]1[C:14]2[C:9](=[C:10]([F:15])[CH:11]=[CH:12][CH:13]=2)[CH2:8][CH2:7]1)=[O:5].